This data is from Antibody developability classification from SAbDab with 2,409 antibodies. The task is: Regression/Classification. Given an antibody's heavy chain and light chain sequences, predict its developability. TAP uses regression for 5 developability metrics; SAbDab uses binary classification. (1) The antibody is ['KVKLQQSGAELVRSGASVKLSCTASGFNIKDYYIQWVKQRPEQGLEWIGWIDPENGNSEYAPRFQGKATMTADTLSNTAYLQLSSLTSEDTAVYYCNADLHDYWGQGTTLTVSS', 'DVVMTQTPLSLSVTIGQPASISCKSSQSLLDSDGKTYLIWVFQRPGQSPKRLIFLVSKRDSGVPDRFTGSGSGTDFTLKISRVEAEDVGVYYCWQGTHFPHTVGGGTKLEIA']. Result: 0 (not developable). (2) The antibody is ['QVQLQESGPGLVKPSETLSLTCTVSGGSVSSGDYYWTWIRQSPGKGLEWIGHIYYSGNTNYNPSLKSRLTISIDTSKTQFSLKLSSVTAADTAIYYCVRDRVTGAFDIWGQGTMVTVSS', 'DIQMTQSPSSLSASVGDRVTITCQASQDISNYLNWYQQKPGKAPKLLIYDASNLETGVPSRFSGSGSGTDFTFTISSLQPEDIATYFCQHFDHLPLAFGGGTKVEIK']. Result: 1 (developable).